The task is: Predict which catalyst facilitates the given reaction.. This data is from Catalyst prediction with 721,799 reactions and 888 catalyst types from USPTO. Reactant: [CH3:1][O:2][CH2:3][CH2:4][O:5][C:6]1[CH:7]=[C:8]([CH2:17]O)[CH:9]=[C:10]([O:12][CH2:13][CH2:14][O:15][CH3:16])[CH:11]=1.CCN(C(C)C)C(C)C.CS([Cl:32])(=O)=O.[Cl-].[K+]. The catalyst class is: 25. Product: [Cl:32][CH2:17][C:8]1[CH:7]=[C:6]([O:5][CH2:4][CH2:3][O:2][CH3:1])[CH:11]=[C:10]([O:12][CH2:13][CH2:14][O:15][CH3:16])[CH:9]=1.